From a dataset of Forward reaction prediction with 1.9M reactions from USPTO patents (1976-2016). Predict the product of the given reaction. (1) Given the reactants [CH2:1]([C:3]1[C:4](=[O:10])[NH:5][C:6](=O)[NH:7][CH:8]=1)[CH3:2].[Cl:11]C1NC(=O)C(C)=C(C)N=1, predict the reaction product. The product is: [Cl:11][C:6]1[NH:5][C:4](=[O:10])[C:3]([CH2:1][CH3:2])=[CH:8][N:7]=1. (2) Given the reactants I[CH:2]([CH3:4])[CH3:3].[C:5]([O:9][C:10]([C:12]1[CH:28]=[C:27]([OH:29])[C:15]2[CH2:16][CH:17]([CH2:19][O:20][C:21]3[CH:26]=[CH:25][CH:24]=[CH:23][CH:22]=3)[O:18][C:14]=2[CH:13]=1)=[O:11])([CH3:8])([CH3:7])[CH3:6].C([O-])([O-])=O.[K+].[K+], predict the reaction product. The product is: [C:5]([O:9][C:10]([C:12]1[CH:28]=[C:27]([O:29][CH:2]([CH3:4])[CH3:3])[C:15]2[CH2:16][CH:17]([CH2:19][O:20][C:21]3[CH:26]=[CH:25][CH:24]=[CH:23][CH:22]=3)[O:18][C:14]=2[CH:13]=1)=[O:11])([CH3:8])([CH3:6])[CH3:7]. (3) Given the reactants [F:1][C:2]([F:32])([F:31])[C:3]1[CH:8]=[CH:7][C:6]([CH:9]2[CH2:14][N:13]([C:15](OC3C=CC([N+]([O-])=O)=CC=3)=[O:16])[CH2:12][CH:11]([C:27]([O:29][CH3:30])=[O:28])[CH2:10]2)=[CH:5][CH:4]=1.[NH:33]1[CH2:38][CH2:37][S:36][CH2:35][CH2:34]1.C(=O)([O-])[O-].[K+].[K+], predict the reaction product. The product is: [N:33]1([C:15]([N:13]2[CH2:14][CH:9]([C:6]3[CH:5]=[CH:4][C:3]([C:2]([F:32])([F:31])[F:1])=[CH:8][CH:7]=3)[CH2:10][CH:11]([C:27]([O:29][CH3:30])=[O:28])[CH2:12]2)=[O:16])[CH2:38][CH2:37][S:36][CH2:35][CH2:34]1.